From a dataset of Forward reaction prediction with 1.9M reactions from USPTO patents (1976-2016). Predict the product of the given reaction. Given the reactants [OH:1][C:2]1[CH:7]=[C:6]([OH:8])[C:5]([CH:9]([CH3:11])[CH3:10])=[CH:4][C:3]=1[C:12]1[O:16][N:15]=[C:14]([C:17]([NH:19][CH2:20][CH3:21])=[O:18])[C:13]=1[C:22]1[N:26]=[C:25]([CH3:27])[O:24][N:23]=1.C(N(CC)CC)C.[C:35](OC(=O)C)(=[O:37])[CH3:36].[C:42](OCC)(=[O:44])[CH3:43], predict the reaction product. The product is: [C:35]([O:8][C:6]1[C:5]([CH:9]([CH3:10])[CH3:11])=[CH:4][C:3]([C:12]2[O:16][N:15]=[C:14]([C:17](=[O:18])[NH:19][CH2:20][CH3:21])[C:13]=2[C:22]2[N:26]=[C:25]([CH3:27])[O:24][N:23]=2)=[C:2]([O:1][C:42](=[O:44])[CH3:43])[CH:7]=1)(=[O:37])[CH3:36].